This data is from Human liver microsome stability data. The task is: Regression/Classification. Given a drug SMILES string, predict its absorption, distribution, metabolism, or excretion properties. Task type varies by dataset: regression for continuous measurements (e.g., permeability, clearance, half-life) or binary classification for categorical outcomes (e.g., BBB penetration, CYP inhibition). Dataset: hlm. (1) The drug is CC(C)CCn1nc(-c2cccs2)c(O)c(C2=NS(=O)(=O)c3cc(C4CCCS4(=O)=O)ccc3N2)c1=O. The result is 1 (stable in human liver microsomes). (2) The molecule is OCCCCNc1nnc(-c2ccc(F)c(F)c2Nc2ccc(I)cc2F)o1. The result is 0 (unstable in human liver microsomes). (3) The drug is CS(=O)(=O)CC(=O)N(CCN1[C@@H]2CC[C@H]1C[C@@H](c1cccc(C(N)=O)c1)C2)CC1CCCCC1. The result is 0 (unstable in human liver microsomes). (4) The drug is CC(C)N(c1ccc(Oc2ncccc2C(F)(F)F)cc1C(=O)O)C(=O)[C@H]1CC[C@H](C)CC1. The result is 0 (unstable in human liver microsomes). (5) The molecule is Nc1[nH]nc2cc(-c3[nH]c([C@H](Cc4ccccc4)NC(=O)NCc4cc(Cl)ccc4-n4cnnn4)nc3Cl)ccc12. The result is 1 (stable in human liver microsomes). (6) The compound is CCC(CC)[C@@H]1CC(O)=C(C2=NS(=O)(=O)c3cc(NS(C)(=O)=O)ccc3N2)C(=O)N1Cc1ccc(F)cc1. The result is 0 (unstable in human liver microsomes). (7) The compound is CC(C)(C)c1ccc(C(O)CCCN2CCC(C(O)(c3ccccc3)c3ccccc3)CC2)cc1. The result is 1 (stable in human liver microsomes). (8) The molecule is Fc1ccccc1C(Cc1ccccc1OC(F)F)N1CCNCC1. The result is 0 (unstable in human liver microsomes). (9) The compound is CC(C)CCn1nc(-c2cccs2)c(O)c(C2=NS(=O)(=O)c3cc(NS(C)(=O)=O)ccc3N2)c1=O. The result is 0 (unstable in human liver microsomes).